This data is from Catalyst prediction with 721,799 reactions and 888 catalyst types from USPTO. The task is: Predict which catalyst facilitates the given reaction. (1) Reactant: [CH3:1][C:2]([O:5][C:6]([NH:8][CH2:9][C@H:10]1[CH2:14][CH2:13][CH2:12][N:11]1[C:15]([O:17][CH2:18][C:19]1[CH:24]=[CH:23][CH:22]=[CH:21][CH:20]=1)=[O:16])=[O:7])([CH3:4])[CH3:3].[CH3:25]I.[H-].[Na+].O. Product: [CH3:25][N:8]([CH2:9][C@H:10]1[CH2:14][CH2:13][CH2:12][N:11]1[C:15]([O:17][CH2:18][C:19]1[CH:24]=[CH:23][CH:22]=[CH:21][CH:20]=1)=[O:16])[C:6]([O:5][C:2]([CH3:1])([CH3:3])[CH3:4])=[O:7]. The catalyst class is: 3. (2) Reactant: [CH2:1]([O:3][CH2:4][C:5]1[N:6]([CH2:18][C:19]2([NH2:25])[CH2:24][CH2:23][CH2:22][CH2:21][CH2:20]2)[C:7]2[C:16]3[CH:15]=[CH:14][CH:13]=[CH:12][C:11]=3[N:10]=[CH:9][C:8]=2[N:17]=1)[CH3:2].[OH-].[Na+].[CH2:28]([O:30][C:31](O[C:31]([O:30][CH2:28][CH3:29])=[O:32])=[O:32])[CH3:29]. Product: [CH2:1]([O:3][CH2:4][C:5]1[N:6]([CH2:18][C:19]2([NH:25][C:31](=[O:32])[O:30][CH2:28][CH3:29])[CH2:24][CH2:23][CH2:22][CH2:21][CH2:20]2)[C:7]2[C:16]3[CH:15]=[CH:14][CH:13]=[CH:12][C:11]=3[N:10]=[CH:9][C:8]=2[N:17]=1)[CH3:2]. The catalyst class is: 1. (3) Reactant: [CH3:1][N:2]1[C:10]([CH:11]=O)=[N:9][C:8]2[C:3]1=[N:4][C:5]([N:19]1[C:23]3[CH:24]=[CH:25][CH:26]=[CH:27][C:22]=3[N:21]=[C:20]1[CH3:28])=[N:6][C:7]=2[N:13]1[CH2:18][CH2:17][O:16][CH2:15][CH2:14]1.[NH:29]1[CH2:32][CH:31]([C:33]([N:35]2[CH2:38][CH2:37][CH2:36]2)=[O:34])[CH2:30]1.C(O[BH-](OC(=O)C)OC(=O)C)(=O)C.[Na+]. Product: [N:35]1([C:33]([CH:31]2[CH2:32][N:29]([CH2:11][C:10]3[N:2]([CH3:1])[C:3]4[C:8]([N:9]=3)=[C:7]([N:13]3[CH2:14][CH2:15][O:16][CH2:17][CH2:18]3)[N:6]=[C:5]([N:19]3[C:23]5[CH:24]=[CH:25][CH:26]=[CH:27][C:22]=5[N:21]=[C:20]3[CH3:28])[N:4]=4)[CH2:30]2)=[O:34])[CH2:38][CH2:37][CH2:36]1. The catalyst class is: 26. (4) Reactant: [Cl:1][C:2]1[CH:7]=[CH:6][C:5]([CH2:8][N:9]2[CH2:13][CH2:12][CH2:11][CH2:10]2)=[CH:4][C:3]=1[C:14]1[O:18][C:17]([C:19]2[C:24]([CH3:25])=[CH:23][N:22]=[C:21]([NH:26][C:27](=[O:29])[CH3:28])[CH:20]=2)=[CH:16][C:15]=1[C:30]1[N:34]=[CH:33][N:32](COCC[Si](C)(C)C)[N:31]=1.C(O)(C(F)(F)F)=O. Product: [Cl:1][C:2]1[CH:7]=[CH:6][C:5]([CH2:8][N:9]2[CH2:10][CH2:11][CH2:12][CH2:13]2)=[CH:4][C:3]=1[C:14]1[O:18][C:17]([C:19]2[C:24]([CH3:25])=[CH:23][N:22]=[C:21]([NH:26][C:27](=[O:29])[CH3:28])[CH:20]=2)=[CH:16][C:15]=1[C:30]1[NH:34][CH:33]=[N:32][N:31]=1. The catalyst class is: 2. (5) Reactant: C(Cl)(=O)C(Cl)=O.CS(C)=O.[CH3:11][O:12][CH:13]([O:27][CH3:28])[CH2:14][CH:15]([C:21]1[CH:26]=[CH:25][CH:24]=[CH:23][CH:22]=1)[CH:16]([OH:20])[C:17]#[C:18][CH3:19].C(N(CC)CC)C. Product: [CH3:28][O:27][CH:13]([O:12][CH3:11])[CH2:14][CH:15]([C:21]1[CH:26]=[CH:25][CH:24]=[CH:23][CH:22]=1)[C:16](=[O:20])[C:17]#[C:18][CH3:19]. The catalyst class is: 2. (6) Reactant: [N+:1]([C:4]1[CH:9]=[CH:8][C:7]([C:10]2[N:11]=[C:12]3[C:18]4[CH:19]=[CH:20][CH:21]=[CH:22][C:17]=4[NH:16][C:15]4[N:23]=[CH:24][CH:25]=[CH:26][C:14]=4[N:13]3[C:27]=2[C:28]2[CH:33]=[CH:32][C:31]([C:34]3([NH:38]C(=O)OC(C)(C)C)[CH2:37][CH2:36][CH2:35]3)=[CH:30][CH:29]=2)=[CH:6][CH:5]=1)([O-:3])=[O:2].[ClH:46].O1CCOCC1. Product: [ClH:46].[ClH:46].[ClH:46].[N+:1]([C:4]1[CH:9]=[CH:8][C:7]([C:10]2[N:11]=[C:12]3[C:18]4[CH:19]=[CH:20][CH:21]=[CH:22][C:17]=4[NH:16][C:15]4[N:23]=[CH:24][CH:25]=[CH:26][C:14]=4[N:13]3[C:27]=2[C:28]2[CH:29]=[CH:30][C:31]([C:34]3([NH2:38])[CH2:37][CH2:36][CH2:35]3)=[CH:32][CH:33]=2)=[CH:6][CH:5]=1)([O-:3])=[O:2]. The catalyst class is: 2. (7) Reactant: Br[CH2:2][C:3]1[CH:15]=[CH:14][C:6]2[C:7](=[O:13])[O:8][C:9](C)(C)[O:10][C:5]=2[CH:4]=1.C1N2CN3CN(C2)C[N:17]1C3. Product: [CH3:9][O:8][C:7](=[O:13])[C:6]1[CH:14]=[CH:15][C:3]([CH2:2][NH2:17])=[CH:4][C:5]=1[OH:10]. The catalyst class is: 22.